From a dataset of TCR-epitope binding with 47,182 pairs between 192 epitopes and 23,139 TCRs. Binary Classification. Given a T-cell receptor sequence (or CDR3 region) and an epitope sequence, predict whether binding occurs between them. (1) The epitope is WICLLQFAY. The TCR CDR3 sequence is CASSLVADTQYF. Result: 1 (the TCR binds to the epitope). (2) The epitope is LPPAYTNSF. The TCR CDR3 sequence is CASSYFSGRAYNEQFF. Result: 0 (the TCR does not bind to the epitope).